This data is from Full USPTO retrosynthesis dataset with 1.9M reactions from patents (1976-2016). The task is: Predict the reactants needed to synthesize the given product. (1) The reactants are: C(Cl)(=O)C(Cl)=O.C[N:8](C)[CH:9]=[O:10].[Br:12][C:13]1[CH:14]=[C:15](C(O)=O)[CH:16]=[N:17][CH:18]=1. Given the product [Br:12][C:13]1[CH:14]=[C:15]([C:9]([NH2:8])=[O:10])[CH:16]=[N:17][CH:18]=1, predict the reactants needed to synthesize it. (2) Given the product [C:5]([C:4]1[CH:7]=[CH:8][C:9]2[N:10]=[C:14]([C:13]([F:18])([F:17])[F:12])[NH:1][C:2]=2[CH:3]=1)#[N:6], predict the reactants needed to synthesize it. The reactants are: [NH2:1][C:2]1[CH:3]=[C:4]([CH:7]=[CH:8][C:9]=1[NH2:10])[C:5]#[N:6].O.[F:12][C:13]([F:18])([F:17])[C:14](O)=O.